From a dataset of Reaction yield outcomes from USPTO patents with 853,638 reactions. Predict the reaction yield, written as a fraction of the theoretical maximum amount of product (1.0 means a 100% yield; for example, 0.34 means a 34% yield). (1) The reactants are [C:1]1([S:7]([N:10]2[C:14]3=[N:15][CH:16]=[C:17]([CH2:19]O)[CH:18]=[C:13]3[CH:12]=[CH:11]2)(=[O:9])=[O:8])[CH:6]=[CH:5][CH:4]=[CH:3][CH:2]=1.S(Cl)([Cl:23])=O. The catalyst is ClCCl. The product is [C:1]1([S:7]([N:10]2[C:14]3=[N:15][CH:16]=[C:17]([CH2:19][Cl:23])[CH:18]=[C:13]3[CH:12]=[CH:11]2)(=[O:9])=[O:8])[CH:6]=[CH:5][CH:4]=[CH:3][CH:2]=1. The yield is 0.750. (2) The reactants are [CH3:1][C:2]1[CH:11]=[CH:10][C:9]2[C:4](=[CH:5][CH:6]=[CH:7][C:8]=2[N:12]2[CH2:17][CH2:16][N:15]([CH2:18][CH:19]([C:21]3[CH:26]=[CH:25][CH:24]=[C:23]([N+:27]([O-])=O)[CH:22]=3)[CH3:20])[CH2:14][CH2:13]2)[N:3]=1.[Cl-].[NH4+]. The catalyst is CO.O.[Fe]. The product is [CH3:20][CH:19]([C:21]1[CH:22]=[C:23]([CH:24]=[CH:25][CH:26]=1)[NH2:27])[CH2:18][N:15]1[CH2:14][CH2:13][N:12]([C:8]2[CH:7]=[CH:6][CH:5]=[C:4]3[C:9]=2[CH:10]=[CH:11][C:2]([CH3:1])=[N:3]3)[CH2:17][CH2:16]1. The yield is 0.600. (3) The reactants are C(N[C@H](C(O)=O)CC(C)C)(=O)C.[CH2:13]([O:15][C:16]1[CH:17]=[C:18]([C@H:24]([NH2:30])[CH2:25][S:26]([CH3:29])(=[O:28])=[O:27])[CH:19]=[CH:20][C:21]=1[O:22][CH3:23])[CH3:14].[C:31]([NH:34][C:35]1[CH:45]=[CH:44][CH:43]=[C:37]2[C:38]([O:40][C:41](=O)[C:36]=12)=[O:39])(=[O:33])[CH3:32].C(O)(=O)C.C=CCl. The catalyst is CCO. The product is [CH2:13]([O:15][C:16]1[CH:17]=[C:18]([CH:24]([N:30]2[C:41](=[O:40])[C:36]3[C:37](=[CH:43][CH:44]=[CH:45][C:35]=3[NH:34][C:31](=[O:33])[CH3:32])[C:38]2=[O:39])[CH2:25][S:26]([CH3:29])(=[O:28])=[O:27])[CH:19]=[CH:20][C:21]=1[O:22][CH3:23])[CH3:14]. The yield is 0.750. (4) The reactants are [CH3:1]COCC.CC(C)([O-])C.[K+].C(OCC[O:18][C:19]1[CH:24]=[CH:23][C:22]([C:25](=O)[CH2:26][CH2:27][C:28]2[N:29]=[C:30]([C:36]3[CH:41]=[CH:40][C:39]([Cl:42])=[CH:38][C:37]=3[Cl:43])[O:31][C:32]=2[CH:33]([CH3:35])[CH3:34])=[CH:21][C:20]=1[CH3:45])(=O)C.[C:46]([O:49][CH2:50][CH3:51])(=[O:48])[CH3:47]. The catalyst is [Br-].C[P+](C1C=CC=CC=1)(C1C=CC=CC=1)C1C=CC=CC=1. The product is [Cl:43][C:37]1[CH:38]=[C:39]([Cl:42])[CH:40]=[CH:41][C:36]=1[C:30]1[O:31][C:32]([CH:33]([CH3:34])[CH3:35])=[C:28]([CH2:27][CH2:26][C:25]([C:22]2[CH:23]=[CH:24][C:19]([O:18][CH2:47][C:46]([O:49][CH2:50][CH3:51])=[O:48])=[C:20]([CH3:45])[CH:21]=2)=[CH2:1])[N:29]=1. The yield is 0.290. (5) The reactants are [CH3:1][O:2][C:3](=[O:24])[C:4]1[CH:9]=[C:8]([F:10])[C:7]([CH2:11][NH:12][CH:13]=O)=[N:6][C:5]=1[NH:15][C:16]1[CH:21]=[CH:20][C:19]([Br:22])=[CH:18][C:17]=1[F:23].P(Cl)(Cl)(Cl)=O. The catalyst is C1(C)C=CC=CC=1. The product is [CH3:1][O:2][C:3]([C:4]1[CH:9]=[C:8]([F:10])[C:7]2[N:6]([CH:13]=[N:12][CH:11]=2)[C:5]=1[NH:15][C:16]1[CH:21]=[CH:20][C:19]([Br:22])=[CH:18][C:17]=1[F:23])=[O:24]. The yield is 0.290.